Dataset: Full USPTO retrosynthesis dataset with 1.9M reactions from patents (1976-2016). Task: Predict the reactants needed to synthesize the given product. Given the product [CH:7]1([N:6]2[C:2]([NH2:1])=[C:3]([C:14]([O:16][N:25]3[C:26]4=[N:31][CH:30]=[CH:29][CH:28]=[C:27]4[N:32]=[N:33]3)=[O:15])[C:4]([CH2:12][CH3:13])=[N:5]2)[CH2:11][CH2:10][CH2:9][CH2:8]1, predict the reactants needed to synthesize it. The reactants are: [NH2:1][C:2]1[N:6]([CH:7]2[CH2:11][CH2:10][CH2:9][CH2:8]2)[N:5]=[C:4]([CH2:12][CH3:13])[C:3]=1[C:14]([OH:16])=[O:15].CN(C(O[N:25]1[N:33]=[N:32][C:27]2[CH:28]=[CH:29][CH:30]=[N:31][C:26]1=2)=[N+](C)C)C.F[P-](F)(F)(F)(F)F.C1C=NC2N(O)N=NC=2C=1.CCN(C(C)C)C(C)C.